From a dataset of Reaction yield outcomes from USPTO patents with 853,638 reactions. Predict the reaction yield, written as a fraction of the theoretical maximum amount of product (1.0 means a 100% yield; for example, 0.34 means a 34% yield). The yield is 0.950. The product is [F:16][C:17]1[CH:18]=[C:19]([CH:32]=[CH:33][CH:34]=1)[O:20][C:21]1[N:26]=[CH:25][C:24]([CH2:27][C:28]2[CH:7]=[C:6]([C:8]3[C:9]([NH2:15])=[N:10][C:11]([NH2:14])=[CH:12][CH:13]=3)[O:30][N:29]=2)=[CH:23][CH:22]=1. The catalyst is O. The reactants are O1CCCC1.[C:6]([C:8]1[C:9]([NH2:15])=[N:10][C:11]([NH2:14])=[CH:12][CH:13]=1)#[CH:7].[F:16][C:17]1[CH:18]=[C:19]([CH:32]=[CH:33][CH:34]=1)[O:20][C:21]1[N:26]=[CH:25][C:24]([CH2:27][C:28](Cl)=[N:29][OH:30])=[CH:23][CH:22]=1.C(N(CC)CC)C.